This data is from Full USPTO retrosynthesis dataset with 1.9M reactions from patents (1976-2016). The task is: Predict the reactants needed to synthesize the given product. (1) The reactants are: [Br:1][C:2]1[CH:13]=[CH:12][C:5]([CH2:6][O:7][CH2:8][C@H:9]2[CH2:11][O:10]2)=[CH:4][CH:3]=1.[BH4-].[Na+].[NH4+].[Cl-]. Given the product [Br:1][C:2]1[CH:3]=[CH:4][C:5]([CH2:6][O:7][CH2:8][C@H:9]([OH:10])[CH3:11])=[CH:12][CH:13]=1, predict the reactants needed to synthesize it. (2) Given the product [CH3:23][O:22][C:20](=[O:21])[CH2:19][O:1][C:2]1[CH:3]=[CH:4][C:5]([CH2:8][CH2:9][CH2:10][OH:11])=[CH:6][CH:7]=1, predict the reactants needed to synthesize it. The reactants are: [OH:1][C:2]1[CH:7]=[CH:6][C:5]([CH2:8][CH2:9][CH2:10][OH:11])=[CH:4][CH:3]=1.C(=O)([O-])[O-].[K+].[K+].Br[CH2:19][C:20]([O:22][CH3:23])=[O:21].